This data is from Forward reaction prediction with 1.9M reactions from USPTO patents (1976-2016). The task is: Predict the product of the given reaction. Given the reactants [CH3:1][S:2]([C:5]1[CH:6]=[CH:7][C:8]([O:14][CH:15]([CH3:20])[C:16]([F:19])([F:18])[F:17])=[C:9]([CH:13]=1)[C:10]([OH:12])=O)(=[O:4])=[O:3].Cl.[N:22]1[CH:27]=[CH:26][CH:25]=[C:24]([S:28]([C:31]2[S:35][C:34]([N:36]3[CH2:41][CH2:40][NH:39][CH2:38][CH2:37]3)=[N:33][CH:32]=2)(=[O:30])=[O:29])[CH:23]=1, predict the reaction product. The product is: [CH3:1][S:2]([C:5]1[CH:6]=[CH:7][C:8]([O:14][CH:15]([CH3:20])[C:16]([F:19])([F:18])[F:17])=[C:9]([C:10]([N:39]2[CH2:38][CH2:37][N:36]([C:34]3[S:35][C:31]([S:28]([C:24]4[CH:23]=[N:22][CH:27]=[CH:26][CH:25]=4)(=[O:30])=[O:29])=[CH:32][N:33]=3)[CH2:41][CH2:40]2)=[O:12])[CH:13]=1)(=[O:3])=[O:4].